From a dataset of Full USPTO retrosynthesis dataset with 1.9M reactions from patents (1976-2016). Predict the reactants needed to synthesize the given product. (1) Given the product [Cl:1][C:2]1[S:6][C:5]2[C:7]3([O:13][CH2:14][C:15]([F:16])([F:17])[C:4]=2[CH:3]=1)[CH2:8][CH2:9][N:10]([CH2:36][C:34]1[C:33]([CH3:38])=[N:32][N:31]([C:20]2[C:19]([F:18])=[CH:24][CH:23]=[CH:22][C:21]=2[N:25]([CH3:30])[C:26](=[O:29])[O:27][CH3:28])[CH:35]=1)[CH2:11][CH2:12]3, predict the reactants needed to synthesize it. The reactants are: [Cl:1][C:2]1[S:6][C:5]2[C:7]3([O:13][CH2:14][C:15]([F:17])([F:16])[C:4]=2[CH:3]=1)[CH2:12][CH2:11][NH:10][CH2:9][CH2:8]3.[F:18][C:19]1[C:20]([N:31]2[CH:35]=[C:34]([CH:36]=O)[C:33]([CH3:38])=[N:32]2)=[C:21]([N:25]([CH3:30])[C:26](=[O:29])[O:27][CH3:28])[CH:22]=[CH:23][CH:24]=1.N1C=CC=N1.C(O[BH-](OC(=O)C)OC(=O)C)(=O)C.[Na+]. (2) Given the product [NH2:45][C:43](=[O:44])[CH2:42][NH:41][C:34](=[O:35])[C:33]1[CH:37]=[CH:38][CH:39]=[C:31]([O:30][CH2:29][CH2:28][CH2:27][O:26][C:24]2[C:25]3[C:17]([C:14]4[CH:15]=[CH:16][C:11]([F:10])=[CH:12][CH:13]=4)=[CH:18][S:19][C:20]=3[N:21]=[CH:22][N:23]=2)[CH:32]=1, predict the reactants needed to synthesize it. The reactants are: C(N=C=NC(C)C)(C)C.[F:10][C:11]1[CH:16]=[CH:15][C:14]([C:17]2[C:25]3[C:24]([O:26][CH2:27][CH2:28][CH2:29][O:30][C:31]4[CH:32]=[C:33]([CH:37]=[CH:38][CH:39]=4)[C:34](O)=[O:35])=[N:23][CH:22]=[N:21][C:20]=3[S:19][CH:18]=2)=[CH:13][CH:12]=1.Cl.[NH2:41][CH2:42][C:43]([NH2:45])=[O:44].ON1C2C=CC=CC=2N=N1.C(N(C(C)C)CC)(C)C. (3) Given the product [Br:1][C:2]1[C:3]([CH:8]=[O:9])=[N:4][CH:5]=[CH:6][CH:7]=1.[CH3:8][NH:10][O:12][CH3:13], predict the reactants needed to synthesize it. The reactants are: [Br:1][C:2]1[C:3]([C:8]([N:10]([O:12][CH3:13])C)=[O:9])=[N:4][CH:5]=[CH:6][CH:7]=1.[H-].C([Al+]CC(C)C)C(C)C. (4) Given the product [C:1]([O:5][C:6]([C:8]1[CH:25]=[CH:24][C:11]([CH2:12][C:13]2[C:14]([C:19]([O:21][CH2:22][CH3:23])=[O:20])=[N:15][N:16]([C:33]3[CH:32]=[CH:31][C:28]([C:29]#[N:30])=[C:27]([Cl:26])[CH:34]=3)[C:17]=2[CH3:18])=[CH:10][CH:9]=1)=[O:7])([CH3:2])([CH3:3])[CH3:4], predict the reactants needed to synthesize it. The reactants are: [C:1]([O:5][C:6]([C:8]1[CH:25]=[CH:24][C:11]([CH2:12][C:13]2[C:14]([C:19]([O:21][CH2:22][CH3:23])=[O:20])=[N:15][NH:16][C:17]=2[CH3:18])=[CH:10][CH:9]=1)=[O:7])([CH3:4])([CH3:3])[CH3:2].[Cl:26][C:27]1[CH:34]=[C:33](F)[CH:32]=[CH:31][C:28]=1[C:29]#[N:30].CC(C)([O-])C.[K+].[Cl-].[NH4+]. (5) Given the product [C:19]([O:18][C:16](=[O:17])[NH:23][CH2:24][CH2:25][O:14][C:9]1[CH:10]=[CH:11][CH:12]=[C:13]2[C:8]=1[N:7]=[C:6]([CH3:15])[CH:5]=[C:4]2[Cl:3])([CH3:22])([CH3:21])[CH3:20], predict the reactants needed to synthesize it. The reactants are: [H-].[Na+].[Cl:3][C:4]1[C:13]2[C:8](=[C:9]([OH:14])[CH:10]=[CH:11][CH:12]=2)[N:7]=[C:6]([CH3:15])[CH:5]=1.[C:16]([NH:23][CH2:24][CH2:25]Br)([O:18][C:19]([CH3:22])([CH3:21])[CH3:20])=[O:17].[Na+].[Cl-]. (6) Given the product [CH2:17]([N:24]1[CH2:29][CH2:28][C:27]([C:2]2[CH:7]=[CH:6][C:5]([O:8][CH2:9][CH2:10][CH3:11])=[CH:4][CH:3]=2)([OH:30])[CH2:26][CH2:25]1)[C:18]1[CH:19]=[CH:20][CH:21]=[CH:22][CH:23]=1, predict the reactants needed to synthesize it. The reactants are: Br[C:2]1[CH:7]=[CH:6][C:5]([O:8][CH2:9][CH2:10][CH3:11])=[CH:4][CH:3]=1.C([Li])CCC.[CH2:17]([N:24]1[CH2:29][CH2:28][C:27](=[O:30])[CH2:26][CH2:25]1)[C:18]1[CH:23]=[CH:22][CH:21]=[CH:20][CH:19]=1.